Dataset: Catalyst prediction with 721,799 reactions and 888 catalyst types from USPTO. Task: Predict which catalyst facilitates the given reaction. (1) Product: [Cl:3][C:4]1[CH:17]=[C:16]([NH2:18])[CH:15]=[CH:14][C:5]=1[O:6][CH2:7][CH2:8][N:9]1[CH2:10][CH2:11][CH2:12][CH2:13]1. The catalyst class is: 5. Reactant: [BH4-].[Na+].[Cl:3][C:4]1[CH:17]=[C:16]([N+:18]([O-])=O)[CH:15]=[CH:14][C:5]=1[O:6][CH2:7][CH2:8][N:9]1[CH2:13][CH2:12][CH2:11][CH2:10]1.[NH4+].[OH-]. (2) Reactant: [NH2:1][C:2]1[CH:11]=[C:10]2[C:5]([CH:6]=[CH:7][C:8]([C:12](O)=[O:13])=[CH:9]2)=[CH:4][C:3]=1[O:15][CH3:16]. Product: [NH2:1][C:2]1[CH:11]=[C:10]2[C:5]([CH:6]=[CH:7][C:8]([CH2:12][OH:13])=[CH:9]2)=[CH:4][C:3]=1[O:15][CH3:16]. The catalyst class is: 7. (3) The catalyst class is: 5. Product: [OH:1][C:2]1[C:7]([C:8]([F:9])([F:11])[F:10])=[CH:6][C:5]([Br:12])=[CH:4][N:3]=1. Reactant: [OH:1][C:2]1[C:7]([C:8]([F:11])([F:10])[F:9])=[CH:6][CH:5]=[CH:4][N:3]=1.[Br:12]Br.